Dataset: Catalyst prediction with 721,799 reactions and 888 catalyst types from USPTO. Task: Predict which catalyst facilitates the given reaction. (1) Reactant: C1C2C(=CC=CC=2)CC1C(O)=O.[Li+].[OH-].C[O:16][C:17]([CH:19]1[CH2:27][C:26]2[C:21](=[CH:22][CH:23]=[CH:24][C:25]=2[S:28](=[O:54])(=[O:53])[NH:29][CH2:30][CH2:31][N:32]([C:45]2[N:50]=[CH:49][C:48]([CH2:51][CH3:52])=[CH:47][N:46]=2)[CH2:33][C:34]2[CH:39]=[CH:38][C:37]([O:40][C:41]([F:44])([F:43])[F:42])=[CH:36][CH:35]=2)[CH2:20]1)=[O:18]. Product: [CH2:51]([C:48]1[CH:47]=[N:46][C:45]([N:32]([CH2:33][C:34]2[CH:35]=[CH:36][C:37]([O:40][C:41]([F:44])([F:43])[F:42])=[CH:38][CH:39]=2)[CH2:31][CH2:30][NH:29][S:28]([C:25]2[CH:24]=[CH:23][CH:22]=[C:21]3[C:26]=2[CH2:27][CH:19]([C:17]([OH:18])=[O:16])[CH2:20]3)(=[O:54])=[O:53])=[N:50][CH:49]=1)[CH3:52]. The catalyst class is: 36. (2) Reactant: [Cl:1][C:2]1[C:3]([O:12][C:13]2[CH:18]=[C:17]([O:19][CH2:20][CH:21]3[CH2:25][CH2:24][CH2:23][O:22]3)[CH:16]=[CH:15][C:14]=2/[CH:26]=[CH:27]/[C:28]([OH:30])=O)=[N:4][CH:5]=[C:6]([C:8]([F:11])([F:10])[F:9])[CH:7]=1.Cl.C(N=C=NCCCN(C)C)C.[CH2:43]([S:48]([NH2:51])(=[O:50])=[O:49])[CH2:44][CH2:45][CH2:46][CH3:47].Cl. Product: [Cl:1][C:2]1[C:3]([O:12][C:13]2[CH:18]=[C:17]([O:19][CH2:20][CH:21]3[CH2:25][CH2:24][CH2:23][O:22]3)[CH:16]=[CH:15][C:14]=2/[CH:26]=[CH:27]/[C:28]([NH:51][S:48]([CH2:43][CH2:44][CH2:45][CH2:46][CH3:47])(=[O:50])=[O:49])=[O:30])=[N:4][CH:5]=[C:6]([C:8]([F:10])([F:9])[F:11])[CH:7]=1. The catalyst class is: 766. (3) Reactant: [CH2:1]([O:8][C:9](=[O:28])[C:10]1[CH:15]=[C:14]([O:16][CH2:17][C:18]2[CH:23]=[CH:22][CH:21]=[CH:20][CH:19]=2)[CH:13]=[C:12]([NH2:24])[C:11]=1[N+:25]([O-])=O)[C:2]1[CH:7]=[CH:6][CH:5]=[CH:4][CH:3]=1.O.O.Cl[Sn]Cl. Product: [CH2:1]([O:8][C:9](=[O:28])[C:10]1[CH:15]=[C:14]([O:16][CH2:17][C:18]2[CH:23]=[CH:22][CH:21]=[CH:20][CH:19]=2)[CH:13]=[C:12]([NH2:24])[C:11]=1[NH2:25])[C:2]1[CH:3]=[CH:4][CH:5]=[CH:6][CH:7]=1. The catalyst class is: 8. (4) Reactant: [Br:1][C:2]1[CH:6]=[N:5][N:4]([CH3:7])[C:3]=1[NH:8][C:9]1[CH:14]=[CH:13][CH:12]=[C:11](I)[CH:10]=1.[F:16][C:17]([F:29])([F:28])[O:18][C:19]1[CH:24]=[CH:23][C:22](B(O)O)=[CH:21][CH:20]=1.C(=O)([O-])[O-].[Cs+].[Cs+].COCCOC. Product: [Br:1][C:2]1[CH:6]=[N:5][N:4]([CH3:7])[C:3]=1[NH:8][C:9]1[CH:10]=[C:11]([C:22]2[CH:21]=[CH:20][C:19]([O:18][C:17]([F:16])([F:28])[F:29])=[CH:24][CH:23]=2)[CH:12]=[CH:13][CH:14]=1. The catalyst class is: 690. (5) Reactant: [C:1]([C:3]1[CH:4]=[C:5]([CH:26]=[CH:27][CH:28]=1)[C:6]([NH:8][C:9]1[CH:14]=[CH:13][C:12]([O:15][Si:16]([CH3:22])([CH3:21])[C:17]([CH3:20])([CH3:19])[CH3:18])=[CH:11][C:10]=1[N+:23]([O-])=O)=[O:7])#[N:2].CCO. Product: [C:1]([C:3]1[CH:4]=[C:5]([CH:26]=[CH:27][CH:28]=1)[C:6]([NH:8][C:9]1[C:10]([NH2:23])=[CH:11][C:12]([O:15][Si:16]([CH3:21])([CH3:22])[C:17]([CH3:20])([CH3:19])[CH3:18])=[CH:13][CH:14]=1)=[O:7])#[N:2]. The catalyst class is: 354. (6) Reactant: [NH2:1][C:2]1[CH:3]=[CH:4][C:5]([CH3:20])=[C:6]([C:8]2[CH:9]=[C:10]3[C:15](=[CH:16][CH:17]=2)[N:14]=[C:13]([NH:18][CH3:19])[N:12]=[CH:11]3)[CH:7]=1.[C:21](=[S:36])(OC1C=CC=CN=1)OC1C=CC=CN=1. Product: [N:1]([C:2]1[CH:3]=[CH:4][C:5]([CH3:20])=[C:6]([C:8]2[CH:9]=[C:10]3[C:15](=[CH:16][CH:17]=2)[N:14]=[C:13]([NH:18][CH3:19])[N:12]=[CH:11]3)[CH:7]=1)=[C:21]=[S:36]. The catalyst class is: 2.